From a dataset of Reaction yield outcomes from USPTO patents with 853,638 reactions. Predict the reaction yield, written as a fraction of the theoretical maximum amount of product (1.0 means a 100% yield; for example, 0.34 means a 34% yield). The reactants are [CH3:1][C:2]1[S:6][CH:5]=[N:4][CH:3]=1.[Li]CCCC.[CH2:12]([O:19][C:20]1[CH:21]=[CH:22][C:23]([O:30][CH3:31])=[C:24]([CH:29]=1)[C:25](OC)=[O:26])[C:13]1[CH:18]=[CH:17][CH:16]=[CH:15][CH:14]=1.Cl. The catalyst is C1COCC1.O. The product is [CH2:12]([O:19][C:20]1[CH:21]=[CH:22][C:23]([O:30][CH3:31])=[C:24]([C:25]([C:5]2[S:6][C:2]([CH3:1])=[CH:3][N:4]=2)=[O:26])[CH:29]=1)[C:13]1[CH:14]=[CH:15][CH:16]=[CH:17][CH:18]=1. The yield is 0.190.